From a dataset of Forward reaction prediction with 1.9M reactions from USPTO patents (1976-2016). Predict the product of the given reaction. (1) Given the reactants [CH3:1][N:2]1[C:6]2[CH:7]=[CH:8][C:9]([C:11]([OH:13])=O)=[CH:10][C:5]=2[N:4]=[C:3]1[NH:14][C:15]1[S:16][C:17]2[CH:23]=[C:22]([O:24][C:25]([F:28])([F:27])[F:26])[CH:21]=[CH:20][C:18]=2[N:19]=1.[CH2:29]([NH2:35])[CH:30]1[O:34][CH2:33][CH2:32][CH2:31]1.CN(C(ON1N=NC2C=CC=CC1=2)=[N+](C)C)C.F[P-](F)(F)(F)(F)F.CCN(C(C)C)C(C)C, predict the reaction product. The product is: [O:34]1[CH2:33][CH2:32][CH2:31][CH:30]1[CH2:29][NH:35][C:11]([C:9]1[CH:8]=[CH:7][C:6]2[N:2]([CH3:1])[C:3]([NH:14][C:15]3[S:16][C:17]4[CH:23]=[C:22]([O:24][C:25]([F:26])([F:27])[F:28])[CH:21]=[CH:20][C:18]=4[N:19]=3)=[N:4][C:5]=2[CH:10]=1)=[O:13]. (2) Given the reactants Br[C:2]1[S:3][C:4]2[CH:10]=[CH:9][CH:8]=[CH:7][C:5]=2[N:6]=1.[C:11]([O:15][C:16]([N:18]1[CH2:23][CH:22]=[C:21](B2OC(C)(C)C(C)(C)O2)[CH2:20][CH2:19]1)=[O:17])([CH3:14])([CH3:13])[CH3:12].C(=O)([O-])[O-].[K+].[K+], predict the reaction product. The product is: [C:11]([O:15][C:16]([N:18]1[CH2:19][CH:20]=[C:21]([C:2]2[S:3][C:4]3[CH:10]=[CH:9][CH:8]=[CH:7][C:5]=3[N:6]=2)[CH2:22][CH2:23]1)=[O:17])([CH3:14])([CH3:12])[CH3:13].